Dataset: Forward reaction prediction with 1.9M reactions from USPTO patents (1976-2016). Task: Predict the product of the given reaction. (1) The product is: [C@H:2]1([NH:1][C:11](=[O:17])[CH2:12][CH2:13][C:14]([NH:1][C@H:2]2[C:10]3[C:5](=[CH:6][CH:7]=[CH:8][CH:9]=3)[CH2:4][CH2:3]2)=[O:15])[C:10]2[C:5](=[CH:6][CH:7]=[CH:8][CH:9]=2)[CH2:4][CH2:3]1. Given the reactants [NH2:1][C@H:2]1[C:10]2[C:5](=[CH:6][CH:7]=[CH:8][CH:9]=2)[CH2:4][CH2:3]1.[C:11](Cl)(=[O:17])[CH2:12][CH2:13][C:14](Cl)=[O:15], predict the reaction product. (2) Given the reactants [F:1][C:2]([F:7])([F:6])[C:3]([OH:5])=[O:4].[NH2:8][C:9]1[N:14]=[CH:13][C:12]([C:15]2[CH:20]=[CH:19][C:18]([C:21]3[C:22]([S:27]([NH:30]C(C)(C)C)(=[O:29])=[O:28])=[CH:23][CH:24]=[CH:25][CH:26]=3)=[CH:17][C:16]=2[F:35])=[CH:11][N:10]=1, predict the reaction product. The product is: [F:1][C:2]([F:7])([F:6])[C:3]([OH:5])=[O:4].[NH2:8][C:9]1[N:10]=[CH:11][C:12]([C:15]2[CH:20]=[CH:19][C:18]([C:21]3[C:22]([S:27]([NH2:30])(=[O:29])=[O:28])=[CH:23][CH:24]=[CH:25][CH:26]=3)=[CH:17][C:16]=2[F:35])=[CH:13][N:14]=1. (3) Given the reactants [NH2:1][C:2]1[CH:7]=[CH:6][C:5]([S:8][CH:9]2[CH2:14][CH2:13][N:12]([C:15]([O:17][C:18]([CH3:21])([CH3:20])[CH3:19])=[O:16])[CH2:11][CH2:10]2)=[CH:4][CH:3]=1.C(N(CC)CC)C.[C:29](Cl)(=[O:31])[CH3:30], predict the reaction product. The product is: [C:29]([NH:1][C:2]1[CH:7]=[CH:6][C:5]([S:8][CH:9]2[CH2:10][CH2:11][N:12]([C:15]([O:17][C:18]([CH3:21])([CH3:20])[CH3:19])=[O:16])[CH2:13][CH2:14]2)=[CH:4][CH:3]=1)(=[O:31])[CH3:30]. (4) Given the reactants [CH3:1][O:2][C:3]1[CH:30]=[CH:29][CH:28]=[CH:27][C:4]=1[CH2:5][CH2:6][C@@H:7]1[CH2:16][CH2:15][C:14]2[CH:13]=[C:12]([C@@H:17]3[CH2:26][CH2:25][C@@:19]4([NH:23]C(=O)[O:21][CH2:20]4)[CH2:18]3)[CH:11]=[CH:10][C:9]=2[CH2:8]1.O1CCOCC1.O.[OH-].[Li+], predict the reaction product. The product is: [NH2:23][C@:19]1([CH2:20][OH:21])[CH2:25][CH2:26][C@@H:17]([C:12]2[CH:11]=[CH:10][C:9]3[CH2:8][C@H:7]([CH2:6][CH2:5][C:4]4[CH:27]=[CH:28][CH:29]=[CH:30][C:3]=4[O:2][CH3:1])[CH2:16][CH2:15][C:14]=3[CH:13]=2)[CH2:18]1.